From a dataset of Catalyst prediction with 721,799 reactions and 888 catalyst types from USPTO. Predict which catalyst facilitates the given reaction. (1) Reactant: [CH2:1]([O:8][C:9]([N:11]1[CH2:15][CH2:14][CH:13]([CH:16]=O)[CH2:12]1)=[O:10])[C:2]1[CH:7]=[CH:6][CH:5]=[CH:4][CH:3]=1.[F:18][C:19]1[CH:24]=[CH:23][C:22]([CH2:25][CH:26]2[CH2:31][CH2:30][NH:29][CH2:28][CH2:27]2)=[CH:21][CH:20]=1.C(O[BH-](OC(=O)C)OC(=O)C)(=O)C.[Na+]. Product: [F:18][C:19]1[CH:20]=[CH:21][C:22]([CH2:25][CH:26]2[CH2:27][CH2:28][N:29]([CH2:16][CH:13]3[CH2:14][CH2:15][N:11]([C:9]([O:8][CH2:1][C:2]4[CH:7]=[CH:6][CH:5]=[CH:4][CH:3]=4)=[O:10])[CH2:12]3)[CH2:30][CH2:31]2)=[CH:23][CH:24]=1. The catalyst class is: 2. (2) Reactant: C([O:8][C:9]1[CH:10]=[CH:11][C:12]([C:22]2[CH:27]=[CH:26][CH:25]=[CH:24][N:23]=2)=[N:13][C:14]=1[NH:15][C:16]1[CH:21]=[CH:20][CH:19]=[CH:18][N:17]=1)C1C=CC=CC=1. Product: [N:17]1[CH:18]=[CH:19][CH:20]=[CH:21][C:16]=1[NH:15][C:14]1[N:13]=[C:12]([C:22]2[CH:27]=[CH:26][CH:25]=[CH:24][N:23]=2)[CH:11]=[CH:10][C:9]=1[OH:8]. The catalyst class is: 29. (3) Reactant: [N:1]([C:4]([C:7]1[CH:8]=[CH:9][C:10]2[C:11]3[N:33]=[CH:32][C:31]([C:34]4[N:38]([CH3:39])[N:37]=[N:36][C:35]=4[CH3:40])=[CH:30][C:12]=3[N:13]([C@H:17]([C:24]3[CH:29]=[CH:28][CH:27]=[CH:26][CH:25]=3)[CH:18]3[CH2:23][CH2:22][O:21][CH2:20][CH2:19]3)[C:14]=2[C:15]=1[F:16])([CH3:6])[CH3:5])=[N+]=[N-].CP(C)C.O. Product: [CH3:40][C:35]1[N:36]=[N:37][N:38]([CH3:39])[C:34]=1[C:31]1[CH:32]=[N:33][C:11]2[C:10]3[CH:9]=[CH:8][C:7]([C:4]([NH2:1])([CH3:6])[CH3:5])=[C:15]([F:16])[C:14]=3[N:13]([C@@H:17]([CH:18]3[CH2:23][CH2:22][O:21][CH2:20][CH2:19]3)[C:24]3[CH:25]=[CH:26][CH:27]=[CH:28][CH:29]=3)[C:12]=2[CH:30]=1. The catalyst class is: 1. (4) Reactant: [OH:1][C:2]([CH2:16][S:17]([C:20]1[CH:25]=[CH:24][C:23]([O:26][CH3:27])=[CH:22][CH:21]=1)(=[O:19])=[O:18])([CH2:6][NH:7][C:8]([C:10]1[CH:15]=[CH:14][CH:13]=[CH:12][CH:11]=1)=[O:9])[C:3](O)=[O:4].Cl.CN(C)CCCN=C=NCC.Cl.[NH2:41][OH:42].CN1CCCC1=O. The catalyst class is: 27. Product: [OH:42][NH:41][C:3](=[O:4])[C:2]([OH:1])([CH2:16][S:17]([C:20]1[CH:25]=[CH:24][C:23]([O:26][CH3:27])=[CH:22][CH:21]=1)(=[O:19])=[O:18])[CH2:6][NH:7][C:8]([C:10]1[CH:15]=[CH:14][CH:13]=[CH:12][CH:11]=1)=[O:9].